This data is from Peptide-MHC class II binding affinity with 134,281 pairs from IEDB. The task is: Regression. Given a peptide amino acid sequence and an MHC pseudo amino acid sequence, predict their binding affinity value. This is MHC class II binding data. The peptide sequence is ENPVVHFFANIVTPRTP. The MHC is DRB1_0404 with pseudo-sequence DRB1_0404. The binding affinity (normalized) is 0.797.